This data is from Forward reaction prediction with 1.9M reactions from USPTO patents (1976-2016). The task is: Predict the product of the given reaction. (1) Given the reactants [F:1][CH2:2][CH2:3]I.CN(C)C=O.[C:10]([O:14][C:15](=[O:44])[C@@H:16]([NH:36][C:37]([O:39][C:40]([CH3:43])([CH3:42])[CH3:41])=[O:38])[CH2:17][CH2:18][CH:19]([CH2:27][CH2:28][C:29]1[CH:34]=[CH:33][C:32]([OH:35])=[CH:31][CH:30]=1)[C:20]([O:22][C:23]([CH3:26])([CH3:25])[CH3:24])=[O:21])([CH3:13])([CH3:12])[CH3:11].O, predict the reaction product. The product is: [C:10]([O:14][C:15](=[O:44])[C@@H:16]([NH:36][C:37]([O:39][C:40]([CH3:43])([CH3:42])[CH3:41])=[O:38])[CH2:17][CH2:18][CH:19]([CH2:27][CH2:28][C:29]1[CH:30]=[CH:31][C:32]([O:35][CH2:3][CH2:2][F:1])=[CH:33][CH:34]=1)[C:20]([O:22][C:23]([CH3:24])([CH3:26])[CH3:25])=[O:21])([CH3:11])([CH3:12])[CH3:13]. (2) Given the reactants [CH3:1][O:2][C:3]1[CH:23]=[CH:22][C:6]2[N:7]=[C:8]([NH:10][C:11]([C:13]3[CH:21]=[CH:20][C:16]([C:17](O)=[O:18])=[CH:15][CH:14]=3)=[O:12])[S:9][C:5]=2[CH:4]=1.[NH:24]1[CH2:29][CH2:28][O:27][CH2:26][CH2:25]1.C(P1(=O)OP(CCC)(=O)OP(CCC)(=O)O1)CC, predict the reaction product. The product is: [CH3:1][O:2][C:3]1[CH:23]=[CH:22][C:6]2[N:7]=[C:8]([NH:10][C:11](=[O:12])[C:13]3[CH:21]=[CH:20][C:16]([C:17]([N:24]4[CH2:29][CH2:28][O:27][CH2:26][CH2:25]4)=[O:18])=[CH:15][CH:14]=3)[S:9][C:5]=2[CH:4]=1. (3) Given the reactants [Cl:1][C:2]1[C:3](C(N)=O)=[N:4][CH:5]=[CH:6][C:7]=1[O:8][C:9]1[CH:14]=[CH:13][C:12]([NH:15][C:16]([C:18]2[C:19](=[O:31])[N:20]([C:25]3[CH:30]=[CH:29][CH:28]=[CH:27][CH:26]=3)[N:21]([CH3:24])[C:22]=2[CH3:23])=[O:17])=[CH:11][C:10]=1[F:32].C(O)(=O)C.C(O)(=O)C.IC1C=CC=CC=1.CC#[N:53], predict the reaction product. The product is: [NH2:53][C:3]1[C:2]([Cl:1])=[C:7]([O:8][C:9]2[CH:14]=[CH:13][C:12]([NH:15][C:16]([C:18]3[C:19](=[O:31])[N:20]([C:25]4[CH:30]=[CH:29][CH:28]=[CH:27][CH:26]=4)[N:21]([CH3:24])[C:22]=3[CH3:23])=[O:17])=[CH:11][C:10]=2[F:32])[CH:6]=[CH:5][N:4]=1. (4) The product is: [CH2:1]([C:3]1[CH:4]=[C:5]([CH:6]=[CH:7][C:8]=1[CH2:9][CH3:10])[CH2:11][C@@H:12]([NH:16][C:17]([N:19]1[CH2:20][CH2:21][CH:22]([N:25]2[CH2:31][CH2:30][C:29]3[CH:32]=[CH:33][CH:34]=[CH:35][C:28]=3[NH:27][C:26]2=[O:36])[CH2:23][CH2:24]1)=[O:18])[C:13](=[O:14])[N:84]1[CH2:85][CH2:86][CH:81]([N:78]2[CH2:79][CH2:80][NH:75][CH2:76][CH2:77]2)[CH2:82][CH2:83]1)[CH3:2]. Given the reactants [CH2:1]([C:3]1[CH:4]=[C:5]([CH2:11][C@@H:12]([NH:16][C:17]([N:19]2[CH2:24][CH2:23][CH:22]([N:25]3[CH2:31][CH2:30][C:29]4[CH:32]=[CH:33][CH:34]=[CH:35][C:28]=4[NH:27][C:26]3=[O:36])[CH2:21][CH2:20]2)=[O:18])[C:13](O)=[O:14])[CH:6]=[CH:7][C:8]=1[CH2:9][CH3:10])[CH3:2].CN(C(ON1N=NC2C=CC=CC1=2)=[N+](C)C)C.[B-](F)(F)(F)F.C(N(C(C)C)C(C)C)C.C([N:75]1[CH2:80][CH2:79][N:78]([CH:81]2[CH2:86][CH2:85][NH:84][CH2:83][CH2:82]2)[CH2:77][CH2:76]1)C1C=CC=CC=1, predict the reaction product. (5) Given the reactants [CH3:1][O:2][C:3]1[CH:4]=[C:5]([CH:17]=[CH:18][C:19]([OH:21])=O)[CH:6]=[CH:7][C:8]=1[O:9][CH2:10][C:11]1[CH:16]=[CH:15][CH:14]=[CH:13][CH:12]=1.S(Cl)([Cl:24])=O.C1(C)C=CC=CC=1, predict the reaction product. The product is: [CH3:1][O:2][C:3]1[CH:4]=[C:5]([CH:17]=[CH:18][C:19]([Cl:24])=[O:21])[CH:6]=[CH:7][C:8]=1[O:9][CH2:10][C:11]1[CH:16]=[CH:15][CH:14]=[CH:13][CH:12]=1. (6) The product is: [O:24]1[C:25]2[CH:33]=[CH:32][C:31]([CH2:34][NH:35][CH:18]3[CH2:17][CH2:16][CH:15]([CH2:14][CH2:13][N:10]4[C:11]5[C:6](=[CH:5][CH:4]=[C:3]([O:2][CH3:1])[CH:12]=5)[C:7]([CH3:23])=[CH:8][C:9]4=[O:22])[CH2:20][CH2:19]3)=[CH:30][C:26]=2[O:27][CH2:28][CH2:29]1. Given the reactants [CH3:1][O:2][C:3]1[CH:12]=[C:11]2[C:6]([C:7]([CH3:23])=[CH:8][C:9](=[O:22])[N:10]2[CH2:13][CH2:14][CH:15]2[CH2:20][CH2:19][C:18](=O)[CH2:17][CH2:16]2)=[CH:5][CH:4]=1.[O:24]1[CH2:29][CH2:28][O:27][C:26]2[CH:30]=[C:31]([CH2:34][NH2:35])[CH:32]=[CH:33][C:25]1=2.C([BH3-])#N.[Na+].C(=O)([O-])O.[Na+], predict the reaction product. (7) Given the reactants Br[C:2]1[CH:7]=[CH:6][C:5]([CH2:8][C:9]([CH3:12])([OH:11])[CH3:10])=[CH:4][CH:3]=1.C([Li])(C)(C)C.CCCCC.[C:23](=[O:25])=[O:24], predict the reaction product. The product is: [OH:11][C:9]([CH3:12])([CH3:10])[CH2:8][C:5]1[CH:6]=[CH:7][C:2]([C:23]([OH:25])=[O:24])=[CH:3][CH:4]=1.